From a dataset of Catalyst prediction with 721,799 reactions and 888 catalyst types from USPTO. Predict which catalyst facilitates the given reaction. (1) Reactant: [NH2:1][C:2]1[S:3][CH:4]=[C:5]([C:7]2[C:16]([O:17][CH3:18])=[CH:15][C:14]3[C:9](=[CH:10][CH:11]=[CH:12][CH:13]=3)[CH:8]=2)[N:6]=1.[C:19]1(=[O:29])[O:24][C:22](=[O:23])[C:21]2=[CH:25][CH:26]=[CH:27][CH:28]=[C:20]12. Product: [CH3:18][O:17][C:16]1[C:7]([C:5]2[N:6]=[C:2]([NH:1][C:19]([C:20]3[CH:28]=[CH:27][CH:26]=[CH:25][C:21]=3[C:22]([OH:24])=[O:23])=[O:29])[S:3][CH:4]=2)=[CH:8][C:9]2[C:14]([CH:15]=1)=[CH:13][CH:12]=[CH:11][CH:10]=2. The catalyst class is: 17. (2) Reactant: [CH3:1][O:2][C:3](=[O:24])[C:4]([CH3:23])([CH3:22])[CH2:5][N:6]([C:12]1[C:17]([N+:18]([O-])=O)=[CH:16][N:15]=[C:14]([Cl:21])[N:13]=1)[CH:7]1[CH2:11][CH2:10][CH2:9][CH2:8]1. Product: [CH3:1][O:2][C:3](=[O:24])[C:4]([CH3:22])([CH3:23])[CH2:5][N:6]([C:12]1[C:17]([NH2:18])=[CH:16][N:15]=[C:14]([Cl:21])[N:13]=1)[CH:7]1[CH2:8][CH2:9][CH2:10][CH2:11]1. The catalyst class is: 153. (3) Reactant: [Cl:1][C:2]1[N:7]=[C:6](Cl)[C:5]([CH3:9])=[CH:4][N:3]=1.[N:10]1([C:16]([O:18][C:19]([CH3:22])([CH3:21])[CH3:20])=[O:17])[CH2:15][CH2:14][NH:13][CH2:12][CH2:11]1.CCN(C(C)C)C(C)C. Product: [Cl:1][C:2]1[N:7]=[C:6]([N:13]2[CH2:12][CH2:11][N:10]([C:16]([O:18][C:19]([CH3:22])([CH3:21])[CH3:20])=[O:17])[CH2:15][CH2:14]2)[C:5]([CH3:9])=[CH:4][N:3]=1. The catalyst class is: 18.